Dataset: Full USPTO retrosynthesis dataset with 1.9M reactions from patents (1976-2016). Task: Predict the reactants needed to synthesize the given product. (1) Given the product [NH:22]1[CH:23]=[CH:24][N:25]=[C:21]1[S:20][CH2:2][C:3]1[CH:8]=[CH:7][C:6]([O:9][C:10](=[O:19])[N:11]([CH3:18])[C:12]2[CH:17]=[CH:16][CH:15]=[CH:14][CH:13]=2)=[CH:5][CH:4]=1, predict the reactants needed to synthesize it. The reactants are: O[CH2:2][C:3]1[CH:8]=[CH:7][C:6]([O:9][C:10](=[O:19])[N:11]([CH3:18])[C:12]2[CH:17]=[CH:16][CH:15]=[CH:14][CH:13]=2)=[CH:5][CH:4]=1.[SH:20][C:21]1[NH:22][CH:23]=[CH:24][N:25]=1. (2) Given the product [CH3:1][O:2][C:3]1[CH:8]=[C:7]([C:9]2[CH:10]=[N:11][N:12]([CH3:14])[CH:13]=2)[CH:6]=[CH:5][C:4]=1[NH:15][C:16]1[N:27]=[CH:28][C:23]2[CH:22]=[C:21]([CH3:20])[N:34]=[C:33]([NH:35][CH2:36][C:37]([CH3:40])([CH3:39])[CH3:38])[C:24]=2[N:25]=1, predict the reactants needed to synthesize it. The reactants are: [CH3:1][O:2][C:3]1[CH:8]=[C:7]([C:9]2[CH:10]=[N:11][N:12]([CH3:14])[CH:13]=2)[CH:6]=[CH:5][C:4]=1[NH:15][CH:16]=O.[H-].[Na+].[CH3:20][C:21]1[N:34]=[C:33]([NH:35][CH2:36][C:37]([CH3:40])([CH3:39])[CH3:38])[C:24]2[N:25]=C(S(C)(=O)=O)[N:27]=[CH:28][C:23]=2[CH:22]=1. (3) Given the product [NH2:39][C:37]1[S:38][C:34]([C:23]2[CH:24]=[C:25]([Cl:33])[C:26]([S:27]([N:28]([CH3:30])[CH3:29])(=[O:32])=[O:31])=[C:21]([Cl:20])[CH:22]=2)=[C:35]([CH3:43])[N:36]=1, predict the reactants needed to synthesize it. The reactants are: NC1SC(C2C=C(Cl)C(S(N)(=O)=O)=C(Cl)C=2)=C(C)N=1.[Cl:20][C:21]1[CH:22]=[C:23]([C:34]2[S:38][C:37]([NH:39]C(=O)C)=[N:36][C:35]=2[CH3:43])[CH:24]=[C:25]([Cl:33])[C:26]=1[S:27](=[O:32])(=[O:31])[N:28]([CH3:30])[CH3:29].